Dataset: Catalyst prediction with 721,799 reactions and 888 catalyst types from USPTO. Task: Predict which catalyst facilitates the given reaction. (1) Reactant: [Cl:1][C:2]1[C:7]([C:8]2[N:12](S(C3C=CC=CC=3)(=O)=O)[CH:11]=[C:10]([CH2:22][N:23]([CH3:31])[C:24](=[O:30])[O:25][C:26]([CH3:29])([CH3:28])[CH3:27])[C:9]=2[F:32])=[CH:6][CH:5]=[CH:4][N:3]=1.O1CCCC1.CC(O)C.[OH-].[Na+]. Product: [Cl:1][C:2]1[C:7]([C:8]2[NH:12][CH:11]=[C:10]([CH2:22][N:23]([CH3:31])[C:24](=[O:30])[O:25][C:26]([CH3:28])([CH3:29])[CH3:27])[C:9]=2[F:32])=[CH:6][CH:5]=[CH:4][N:3]=1. The catalyst class is: 5. (2) Product: [OH:11][C:5]1[C:4]2[C:13]3[C:14]([OH:23])=[CH:15][C:16]([OH:21])=[CH:17][C:18]=3[O:19][C:3]=2[CH:8]=[C:7]([OH:9])[CH:6]=1. The catalyst class is: 15. Reactant: CO[C:3]1[CH:8]=[C:7]([O:9]C)[CH:6]=[C:5]([O:11]C)[C:4]=1[C:13]1[C:18]([O:19]C)=[CH:17][C:16]([O:21]C)=[CH:15][C:14]=1[O:23]C.Br.C([O-])(O)=O.[Na+]. (3) Reactant: [NH2:1][C:2]1[C:10]2[O:9][C:8]([F:12])([F:11])[O:7][C:6]=2[CH:5]=[CH:4][CH:3]=1.[Br:13]N1C(=O)CCC1=O. Product: [Br:13][C:3]1[CH:4]=[CH:5][C:6]2[O:7][C:8]([F:12])([F:11])[O:9][C:10]=2[C:2]=1[NH2:1]. The catalyst class is: 4. (4) Reactant: C([Li])CCC.C(NC(C)C)(C)C.[F:13][C:14]1[C:19](I)=[CH:18][CH:17]=[CH:16][N:15]=1.[I:21][CH3:22]. Product: [F:13][C:14]1[C:19]([CH3:18])=[C:22]([I:21])[CH:17]=[CH:16][N:15]=1. The catalyst class is: 1. (5) Reactant: [Mg].[F:2][C:3]1[CH:10]=[CH:9][CH:8]=[CH:7][C:4]=1[CH2:5]Cl.[CH3:11][N:12]([CH3:25])[C:13]1(C#N)[CH2:22][CH2:21][C:16]2([O:20][CH2:19][CH2:18][O:17]2)[CH2:15][CH2:14]1.[Cl-].[NH4+]. Product: [F:2][C:3]1[CH:10]=[CH:9][CH:8]=[CH:7][C:4]=1[CH2:5][C:13]1([N:12]([CH3:25])[CH3:11])[CH2:22][CH2:21][C:16]2([O:20][CH2:19][CH2:18][O:17]2)[CH2:15][CH2:14]1. The catalyst class is: 27.